Task: Regression. Given a peptide amino acid sequence and an MHC pseudo amino acid sequence, predict their binding affinity value. This is MHC class II binding data.. Dataset: Peptide-MHC class II binding affinity with 134,281 pairs from IEDB (1) The peptide sequence is SADFPQFKPEEITGI. The MHC is DRB1_0401 with pseudo-sequence DRB1_0401. The binding affinity (normalized) is 0.508. (2) The peptide sequence is MVTMLSPMLHHWIKV. The MHC is HLA-DQA10201-DQB10303 with pseudo-sequence HLA-DQA10201-DQB10303. The binding affinity (normalized) is 0.562. (3) The binding affinity (normalized) is 0.489. The MHC is DRB3_0301 with pseudo-sequence DRB3_0301. The peptide sequence is TNLKVQLIRMAEAEM. (4) The peptide sequence is RCRTCVYNMMGKREK. The MHC is DRB4_0103 with pseudo-sequence DRB4_0103. The binding affinity (normalized) is 0.820. (5) The peptide sequence is ASVGKMIDGIGRFYI. The MHC is DRB1_0405 with pseudo-sequence DRB1_0405. The binding affinity (normalized) is 0.0799. (6) The peptide sequence is INEPTTAAIAYGLDR. The MHC is HLA-DQA10501-DQB10301 with pseudo-sequence HLA-DQA10501-DQB10301. The binding affinity (normalized) is 0.620.